Task: Predict which catalyst facilitates the given reaction.. Dataset: Catalyst prediction with 721,799 reactions and 888 catalyst types from USPTO (1) Reactant: CN(C(ON1N=NC2C=CC=NC1=2)=[N+](C)C)C.F[P-](F)(F)(F)(F)F.[Cl:25][C:26]1[CH:27]=[C:28]([C:52](O)=[O:53])[CH:29]=[N:30][C:31]=1[NH:32][NH:33][C:34]([NH:36][CH:37]1[C:43]2[CH:44]=[CH:45][CH:46]=[CH:47][C:42]=2[CH2:41][CH2:40][C:39]2[CH:48]=[CH:49][CH:50]=[CH:51][C:38]1=2)=[S:35].Cl.[CH2:56]([O:58][C:59](=[O:63])[CH2:60][NH:61][CH3:62])[CH3:57].CCN(C(C)C)C(C)C. Product: [CH2:56]([O:58][C:59](=[O:63])[CH2:60][N:61]([C:52]([C:28]1[CH:29]=[N:30][C:31]([NH:32][NH:33][C:34]([NH:36][CH:37]2[C:43]3[CH:44]=[CH:45][CH:46]=[CH:47][C:42]=3[CH2:41][CH2:40][C:39]3[CH:48]=[CH:49][CH:50]=[CH:51][C:38]2=3)=[S:35])=[C:26]([Cl:25])[CH:27]=1)=[O:53])[CH3:62])[CH3:57]. The catalyst class is: 44. (2) Reactant: [CH3:1][S:2]([N:5]1[CH2:10][CH2:9][N:8]([C:11]2[N:16]=[CH:15][C:14]([OH:17])=[CH:13][CH:12]=2)[CH2:7][CH2:6]1)(=[O:4])=[O:3].C([O-])([O-])=O.[K+].[K+].[F:24][C:25]([F:45])([F:44])[C:26](F)(F)C(F)(F)C(F)(F)S(O[CH2:26][C:25]([F:45])([F:44])[F:24])(=O)=O.FC(F)(F)S(OCC(F)(F)F)(=O)=O. Product: [CH3:1][S:2]([N:5]1[CH2:6][CH2:7][N:8]([C:11]2[CH:12]=[CH:13][C:14]([O:17][CH2:26][C:25]([F:45])([F:44])[F:24])=[CH:15][N:16]=2)[CH2:9][CH2:10]1)(=[O:4])=[O:3]. The catalyst class is: 21. (3) Reactant: [Cl:1][C:2]1[CH:3]=[N:4][CH:5]=[C:6]([Cl:26])[C:7]=1[NH:8][C:9]([C:11]1[C:12]2[N:13]([N:19]=[C:20]([C:22]([F:25])([F:24])[F:23])[CH:21]=2)[C:14]([CH2:17][OH:18])=[CH:15][CH:16]=1)=[O:10].C(N(CC)CC)C. Product: [Cl:1][C:2]1[CH:3]=[N:4][CH:5]=[C:6]([Cl:26])[C:7]=1[NH:8][C:9]([C:11]1[C:12]2[N:13]([N:19]=[C:20]([C:22]([F:23])([F:25])[F:24])[CH:21]=2)[C:14]([CH:17]=[O:18])=[CH:15][CH:16]=1)=[O:10]. The catalyst class is: 58. (4) Reactant: [C:1]1([CH:7]([OH:10])[C:8]#[CH:9])[CH:6]=[CH:5][CH:4]=[CH:3][CH:2]=1.Cl/[C:12](=[N:18]\[OH:19])/[C:13]([O:15][CH2:16][CH3:17])=[O:14].C(=O)([O-])O.[Na+]. Product: [OH:10][CH:7]([C:1]1[CH:6]=[CH:5][CH:4]=[CH:3][CH:2]=1)[C:8]1[O:19][N:18]=[C:12]([C:13]([O:15][CH2:16][CH3:17])=[O:14])[CH:9]=1. The catalyst class is: 84. (5) Reactant: Cl[C:2]1[C:7]([CH2:8][N:9]2[C:30](=[O:31])[N:12]3[CH:13]=[CH:14][C:15]([C:23]4[CH:28]=[CH:27][C:26]([Cl:29])=[CH:25][CH:24]=4)=[C:16]([C:17]4[CH:22]=[CH:21][N:20]=[CH:19][CH:18]=4)[C:11]3=[N:10]2)=[CH:6][CH:5]=[C:4]([C:32]([F:35])([F:34])[F:33])[N:3]=1.[CH2:36]([NH2:38])[CH3:37].ClC1C=CC(C2C=CN3C(=O)N(CC4C(NC)=NC(C(F)(F)F)=CC=4)N=C3C=2C2C=CN=CC=2)=CC=1. Product: [Cl:29][C:26]1[CH:25]=[CH:24][C:23]([C:15]2[CH:14]=[CH:13][N:12]3[C:30](=[O:31])[N:9]([CH2:8][C:7]4[C:2]([NH:38][CH2:36][CH3:37])=[N:3][C:4]([C:32]([F:33])([F:34])[F:35])=[CH:5][CH:6]=4)[N:10]=[C:11]3[C:16]=2[C:17]2[CH:22]=[CH:21][N:20]=[CH:19][CH:18]=2)=[CH:28][CH:27]=1. The catalyst class is: 1. (6) Reactant: Br[C:2]1[CH:3]=[C:4]([CH:21]=[C:22]([O:24][CH2:25][CH3:26])[CH:23]=1)[CH2:5][O:6][C:7]1[CH:12]=[CH:11][CH:10]=[CH:9][C:8]=1[CH2:13][C:14]([O:16][C:17]([CH3:20])([CH3:19])[CH3:18])=[O:15].[C:27]([O:31][C:32]([NH:34][C@@H:35]([C:37]1[C:38]([F:66])=[C:39](C2C=C(O)C=C(COC3C=CC=CC=3CC(OC(C)(C)C)=O)C=2)[CH:40]=[CH:41][CH:42]=1)[CH3:36])=[O:33])([CH3:30])([CH3:29])[CH3:28].[O-]P([O-])([O-])=O.[K+].[K+].[K+].C(Cl)Cl. Product: [C:27]([O:31][C:32]([NH:34][C@@H:35]([C:37]1[C:38]([F:66])=[C:39]([C:2]2[CH:23]=[C:22]([O:24][CH2:25][CH3:26])[CH:21]=[C:4]([CH2:5][O:6][C:7]3[CH:12]=[CH:11][CH:10]=[CH:9][C:8]=3[CH2:13][C:14]([O:16][C:17]([CH3:20])([CH3:19])[CH3:18])=[O:15])[CH:3]=2)[CH:40]=[CH:41][CH:42]=1)[CH3:36])=[O:33])([CH3:28])([CH3:29])[CH3:30]. The catalyst class is: 3. (7) Reactant: [C:1]([O:9][C:10]1[C:15](=[O:16])[N:14]([CH3:17])[C:13]([CH:18]2[CH2:22][CH2:21][CH2:20][N:19]2[C:23](OC(C)(C)C)=[O:24])=[N:12][C:11]=1[C:30]([O:32][CH3:33])=[O:31])(=[O:8])[C:2]1[CH:7]=[CH:6][CH:5]=[CH:4][CH:3]=1.[C:34](O)([C:36](F)(F)F)=O.[C:41](O[C:41](=[O:48])[C:42]1[CH:47]=[CH:46][CH:45]=[CH:44][CH:43]=1)(=[O:48])[C:42]1[CH:47]=[CH:46][CH:45]=[CH:44][CH:43]=1. Product: [C:23]([N:19]1[CH2:20][C@H:21]([O:48][CH2:41][C:42]2[CH:47]=[CH:46][CH:45]=[CH:44][CH:43]=2)[CH2:22][C@H:18]1[C:13]1[N:14]([CH3:17])[C:15](=[O:16])[C:10]([O:9][C:1](=[O:8])[C:2]2[CH:7]=[CH:6][CH:5]=[CH:4][CH:3]=2)=[C:11]([C:30]([O:32][CH3:33])=[O:31])[N:12]=1)(=[O:24])[C:36]1[CH:34]=[CH:4][CH:3]=[CH:2][CH:1]=1. The catalyst class is: 4. (8) Reactant: [N:1]1[CH:6]=[CH:5][CH:4]=[C:3](B(O)O)[CH:2]=1.FC(F)(F)S(O[C:16]1[CH:29]=[C:28]2[C:19]([O:20][C:21]3[C:22]([F:42])=[CH:23][C:24]([C:36]4[CH2:37][O:38][CH2:39][CH2:40][CH:41]=4)=[CH:25][C:26]=3[C@:27]32[N:34]=[C:33]([NH2:35])[CH2:32][O:31][CH2:30]3)=[CH:18][CH:17]=1)(=O)=O.C(=O)([O-])[O-].[Na+].[Na+]. Product: [O:38]1[CH2:39][CH2:40][CH:41]=[C:36]([C:24]2[CH:23]=[C:22]([F:42])[C:21]3[O:20][C:19]4[C:28](=[CH:29][C:16]([C:3]5[CH:2]=[N:1][CH:6]=[CH:5][CH:4]=5)=[CH:17][CH:18]=4)[C@:27]4([N:34]=[C:33]([NH2:35])[CH2:32][O:31][CH2:30]4)[C:26]=3[CH:25]=2)[CH2:37]1. The catalyst class is: 73. (9) Reactant: [CH2:1]([O:3][CH2:4][C@H:5]([NH:17]C(=O)OC(C)(C)C)[C:6]1[CH:11]=[CH:10][C:9]([S:12]([CH2:15][CH3:16])(=[O:14])=[O:13])=[CH:8][CH:7]=1)[CH3:2]. Product: [CH2:1]([O:3][CH2:4][C@@H:5]([C:6]1[CH:11]=[CH:10][C:9]([S:12]([CH2:15][CH3:16])(=[O:13])=[O:14])=[CH:8][CH:7]=1)[NH2:17])[CH3:2]. The catalyst class is: 33.